From a dataset of Full USPTO retrosynthesis dataset with 1.9M reactions from patents (1976-2016). Predict the reactants needed to synthesize the given product. (1) Given the product [CH:1]1([C:4]([NH:6][C:7]2[CH:8]=[C:9]([CH:14]3[C:23]([CH3:25])([CH3:24])[CH2:22][C:21]4[C:16](=[CH:17][CH:18]=[C:19]([C:26]([OH:28])=[O:27])[CH:20]=4)[NH:15]3)[CH:10]=[CH:11][C:12]=2[F:13])=[O:5])[CH2:2][CH2:3]1, predict the reactants needed to synthesize it. The reactants are: [CH:1]1([C:4]([NH:6][C:7]2[CH:8]=[C:9]([CH:14]3[C:23]([CH3:25])([CH3:24])[CH2:22][C:21]4[C:16](=[CH:17][CH:18]=[C:19]([C:26]([O:28]C)=[O:27])[CH:20]=4)[NH:15]3)[CH:10]=[CH:11][C:12]=2[F:13])=[O:5])[CH2:3][CH2:2]1.[OH-].[Na+]. (2) Given the product [C:1]([O:5][C:6]([N:8]1[CH2:13][CH2:12][CH:11]([N:14]([C:15]2[CH:20]=[CH:19][C:18]([Br:21])=[CH:17][CH:16]=2)[CH2:23][C:24]2[CH:29]=[CH:28][N:27]=[C:26]([C:30]3[CH:35]=[C:34]([O:36][CH3:37])[C:33]([O:38][CH3:39])=[C:32]([O:40][CH3:41])[CH:31]=3)[CH:25]=2)[CH2:10][CH2:9]1)=[O:7])([CH3:4])([CH3:2])[CH3:3], predict the reactants needed to synthesize it. The reactants are: [C:1]([O:5][C:6]([N:8]1[CH2:13][CH2:12][CH:11]([NH:14][C:15]2[CH:20]=[CH:19][C:18]([Br:21])=[CH:17][CH:16]=2)[CH2:10][CH2:9]1)=[O:7])([CH3:4])([CH3:3])[CH3:2].Cl[CH2:23][C:24]1[CH:29]=[CH:28][N:27]=[C:26]([C:30]2[CH:35]=[C:34]([O:36][CH3:37])[C:33]([O:38][CH3:39])=[C:32]([O:40][CH3:41])[CH:31]=2)[CH:25]=1. (3) Given the product [CH2:9]([O:8][C:6]([C:4]1[N:3]=[CH:2][N:1]([CH2:12][O:13][CH3:14])[CH:5]=1)=[O:7])[CH3:10], predict the reactants needed to synthesize it. The reactants are: [NH:1]1[CH:5]=[C:4]([C:6]([O:8][CH2:9][CH3:10])=[O:7])[N:3]=[CH:2]1.Cl[CH2:12][O:13][CH3:14]. (4) Given the product [CH2:1]([N:8]([C@H:9]([CH2:12][CH2:13][OH:14])[CH2:10][OH:11])[C:24](=[O:25])[CH:23]([Cl:22])[CH3:27])[C:2]1[CH:7]=[CH:6][CH:5]=[CH:4][CH:3]=1, predict the reactants needed to synthesize it. The reactants are: [CH2:1]([NH:8][C@H:9]([CH2:12][CH2:13][OH:14])[CH2:10][OH:11])[C:2]1[CH:7]=[CH:6][CH:5]=[CH:4][CH:3]=1.C(N(CC)CC)C.[Cl:22][CH:23]([CH3:27])[C:24](Cl)=[O:25]. (5) The reactants are: [C:1]1([C:7]([C:15]2[CH:20]=[CH:19][CH:18]=[CH:17][CH:16]=2)([CH:9]2[CH2:14][CH2:13][NH:12][CH2:11][CH2:10]2)[OH:8])[CH:6]=[CH:5][CH:4]=[CH:3][CH:2]=1.[CH3:21][C:22]([C:28]1[CH:33]=[CH:32][C:31]([C:34]#[C:35][CH2:36][CH2:37]OS(C)(=O)=O)=[CH:30][CH:29]=1)([CH3:27])[C:23]([O:25][CH3:26])=[O:24].C(=O)([O-])[O-].[K+].[K+]. Given the product [OH:8][C:7]([C:15]1[CH:20]=[CH:19][CH:18]=[CH:17][CH:16]=1)([C:1]1[CH:2]=[CH:3][CH:4]=[CH:5][CH:6]=1)[CH:9]1[CH2:14][CH2:13][N:12]([CH2:37][CH2:36][C:35]#[C:34][C:31]2[CH:32]=[CH:33][C:28]([C:22]([CH3:21])([CH3:27])[C:23]([O:25][CH3:26])=[O:24])=[CH:29][CH:30]=2)[CH2:11][CH2:10]1, predict the reactants needed to synthesize it.